Task: Predict which catalyst facilitates the given reaction.. Dataset: Catalyst prediction with 721,799 reactions and 888 catalyst types from USPTO The catalyst class is: 2. Reactant: [C:1]1([C:7]([C:24]2[CH:29]=[CH:28][CH:27]=[CH:26][CH:25]=2)([C:18]2[CH:23]=[CH:22][CH:21]=[CH:20][CH:19]=2)[O:8][CH2:9][C:10]2[N:15]=[C:14]([CH2:16]O)[CH:13]=[CH:12][CH:11]=2)[CH:6]=[CH:5][CH:4]=[CH:3][CH:2]=1.C1(P(C2C=CC=CC=2)C2C=CC=CC=2)C=CC=CC=1.C(Br)(Br)(Br)[Br:50]. Product: [Br:50][CH2:16][C:14]1[CH:13]=[CH:12][CH:11]=[C:10]([CH2:9][O:8][C:7]([C:24]2[CH:29]=[CH:28][CH:27]=[CH:26][CH:25]=2)([C:18]2[CH:23]=[CH:22][CH:21]=[CH:20][CH:19]=2)[C:1]2[CH:6]=[CH:5][CH:4]=[CH:3][CH:2]=2)[N:15]=1.